Dataset: Full USPTO retrosynthesis dataset with 1.9M reactions from patents (1976-2016). Task: Predict the reactants needed to synthesize the given product. (1) Given the product [CH3:2][N:3]1[C:12]2[C:7](=[CH:8][CH:9]=[CH:10][C:11]=2[N:13]2[CH2:18][CH2:17][N:16]([CH2:35][CH2:34][CH2:33][CH2:32][O:31][C:27]3[N:28]=[C:29]4[C:24]([CH:23]=[CH:22][C:21](=[O:20])[NH:30]4)=[CH:25][CH:26]=3)[CH2:15][CH2:14]2)[CH2:6][CH2:5][C:4]1=[O:19], predict the reactants needed to synthesize it. The reactants are: Cl.[CH3:2][N:3]1[C:12]2[C:7](=[CH:8][CH:9]=[CH:10][C:11]=2[N:13]2[CH2:18][CH2:17][NH:16][CH2:15][CH2:14]2)[CH2:6][CH2:5][C:4]1=[O:19].[O:20]=[C:21]1[NH:30][C:29]2[N:28]=[C:27]([O:31][CH2:32][CH2:33][CH2:34][CH:35]=O)[CH:26]=[CH:25][C:24]=2[CH:23]=[CH:22]1. (2) Given the product [C:9]1(=[O:15])[C:8]2[C:7](=[CH:13][CH:12]=[CH:11][CH:10]=2)[CH2:6][CH2:5][CH2:4]1, predict the reactants needed to synthesize it. The reactants are: N1[C:9]2[C:8]3[CH:10]=[CH:11][CH:12]=[CH:13][C:7]=3[CH2:6][CH2:5][C:4]=2C=N1.C[O-:15].[Na+]. (3) Given the product [CH3:6][O:5][C:3]([C:2]([C:8]1[CH:9]=[N:10][N:11]2[CH2:16][C@H:15]([CH3:17])[N:14]([C:18]([O:20][C:21]([CH3:22])([CH3:24])[CH3:23])=[O:19])[CH2:13][C:12]=12)=[CH2:7])=[O:4], predict the reactants needed to synthesize it. The reactants are: O[C:2]([C:8]1[CH:9]=[N:10][N:11]2[CH2:16][C@H:15]([CH3:17])[N:14]([C:18]([O:20][C:21]([CH3:24])([CH3:23])[CH3:22])=[O:19])[CH2:13][C:12]=12)([CH3:7])[C:3]([O:5][CH3:6])=[O:4].CCN(CC)CC.CS(Cl)(=O)=O. (4) Given the product [CH3:16][N:17]1[CH2:18][CH2:19][N:20]([CH3:21])[CH:4]([C:5]2[CH:6]=[CH:7][C:8]([N+:11]([O-:13])=[O:12])=[CH:9][CH:10]=2)[C:3]1=[O:15], predict the reactants needed to synthesize it. The reactants are: CO[C:3](=[O:15])[CH:4](Br)[C:5]1[CH:10]=[CH:9][C:8]([N+:11]([O-:13])=[O:12])=[CH:7][CH:6]=1.[CH3:16][NH:17][CH2:18][CH2:19][NH:20][CH3:21]. (5) Given the product [CH3:15][C:10]1[CH:9]=[C:8]([NH:7][C:5]([C:4]2[CH:16]=[CH:17][C:18]3[N:19]=[C:23]([C:22]4[C:21]([CH3:20])=[CH:28][C:27]([O:29][CH2:30][CH2:31][N:32]5[CH2:36][CH2:35][CH2:34][CH2:33]5)=[CH:26][C:25]=4[CH3:37])[NH:1][C:2]=3[CH:3]=2)=[O:6])[CH:13]=[CH:12][C:11]=1[CH3:14], predict the reactants needed to synthesize it. The reactants are: [NH2:1][C:2]1[CH:3]=[C:4]([CH:16]=[CH:17][C:18]=1[NH2:19])[C:5]([NH:7][C:8]1[CH:13]=[CH:12][C:11]([CH3:14])=[C:10]([CH3:15])[CH:9]=1)=[O:6].[CH3:20][C:21]1[CH:28]=[C:27]([O:29][CH2:30][CH2:31][N:32]2[CH2:36][CH2:35][CH2:34][CH2:33]2)[CH:26]=[C:25]([CH3:37])[C:22]=1[CH:23]=O. (6) The reactants are: [F:1][C:2]1[CH:7]=[C:6]([S:8]([CH3:11])(=[O:10])=[O:9])[CH:5]=[CH:4][C:3]=1[NH:12][C@H:13]1[CH2:17][CH2:16][N:15]([CH:18]2[CH2:23][CH2:22][NH:21][CH2:20][CH2:19]2)[C:14]1=[O:24].C(=O)([O-])[O-].[K+].[K+].[N:31]#[C:32]Br.[OH-].[Na+]. Given the product [F:1][C:2]1[CH:7]=[C:6]([S:8]([CH3:11])(=[O:10])=[O:9])[CH:5]=[CH:4][C:3]=1[NH:12][C@H:13]1[CH2:17][CH2:16][N:15]([CH:18]2[CH2:23][CH2:22][N:21]([C:32]#[N:31])[CH2:20][CH2:19]2)[C:14]1=[O:24], predict the reactants needed to synthesize it. (7) Given the product [Br:1][C:2]1[C:11]([CH3:12])=[C:10]2[C:5]([C:6]([Cl:16])=[CH:7][CH:8]=[N:9]2)=[CH:4][CH:3]=1, predict the reactants needed to synthesize it. The reactants are: [Br:1][C:2]1[C:11]([CH3:12])=[C:10]2[C:5]([C:6](O)=[CH:7][CH:8]=[N:9]2)=[CH:4][CH:3]=1.O=P(Cl)(Cl)[Cl:16]. (8) Given the product [CH:8]1[CH:9]=[CH:10][C:11]([CH:6]([C:2]2[NH:1][CH:5]=[CH:4][CH:3]=2)[C:2]2[NH:1][CH:5]=[CH:4][CH:3]=2)=[CH:12][CH:7]=1, predict the reactants needed to synthesize it. The reactants are: [NH:1]1[CH:5]=[CH:4][CH:3]=[C:2]1[C:6]1[C:11]([CH:12]=O)=[CH:10][CH:9]=[CH:8][CH:7]=1.[Mg+2].[Br-].[Br-].